This data is from Catalyst prediction with 721,799 reactions and 888 catalyst types from USPTO. The task is: Predict which catalyst facilitates the given reaction. Reactant: [Br:1][C:2]1[CH:7]=[CH:6][C:5]([C:8]([NH:10][NH:11]C(OC(C)(C)C)=O)=[O:9])=[C:4]([F:19])[CH:3]=1.Cl. Product: [Br:1][C:2]1[CH:7]=[CH:6][C:5]([C:8]([NH:10][NH2:11])=[O:9])=[C:4]([F:19])[CH:3]=1. The catalyst class is: 12.